From a dataset of Full USPTO retrosynthesis dataset with 1.9M reactions from patents (1976-2016). Predict the reactants needed to synthesize the given product. (1) The reactants are: C[O:2][C:3]([C:5]1[CH:10]=[C:9]([S:11][CH3:12])[CH:8]=[C:7]([NH2:13])[N:6]=1)=O.[CH3:14][NH2:15]. Given the product [CH3:14][NH:15][C:3]([C:5]1[CH:10]=[C:9]([S:11][CH3:12])[CH:8]=[C:7]([NH2:13])[N:6]=1)=[O:2], predict the reactants needed to synthesize it. (2) Given the product [NH2:23][C:20]1[C:19]2[C:14]([C:11]3[CH:10]=[CH:9][C:8]([O:1][C:2]4[CH:7]=[CH:6][CH:5]=[CH:4][CH:3]=4)=[CH:13][CH:12]=3)=[N:15][CH:16]=[C:17]([CH2:24][CH:25]3[CH2:29][CH2:28][CH2:27][N:26]3[C:45](=[O:46])[CH2:44][C:42]#[N:43])[C:18]=2[NH:22][N:21]=1, predict the reactants needed to synthesize it. The reactants are: [O:1]([C:8]1[CH:13]=[CH:12][C:11]([C:14]2[C:19]3[C:20]([NH2:23])=[N:21][NH:22][C:18]=3[C:17]([CH2:24][CH:25]3[CH2:29][CH2:28][CH2:27][NH:26]3)=[CH:16][N:15]=2)=[CH:10][CH:9]=1)[C:2]1[CH:7]=[CH:6][CH:5]=[CH:4][CH:3]=1.C(N1C=CN=C1)(N1C=CN=C1)=O.[C:42]([CH2:44][C:45](O)=[O:46])#[N:43]. (3) Given the product [CH3:37][C:36]1[C:31]([N:28]2[CH2:27][CH2:26][N:25]([C:23]([C:11]3[CH:12]=[CH:13][C:14]([N:16]4[CH2:20][CH2:19][CH2:18][S:17]4(=[O:21])=[O:22])=[CH:15][C:10]=3[C:9]([N:8]3[CH2:40][CH2:50][CH2:49][CH2:48]3)=[O:39])=[O:24])[CH2:30][CH2:29]2)=[N:32][CH:33]=[C:34]([CH3:38])[CH:35]=1, predict the reactants needed to synthesize it. The reactants are: C(OC([N:8]([C:40](OC(C)(C)C)=O)[C:9](=[O:39])[C:10]1[CH:15]=[C:14]([N:16]2[CH2:20][CH2:19][CH2:18][S:17]2(=[O:22])=[O:21])[CH:13]=[CH:12][C:11]=1[C:23]([N:25]1[CH2:30][CH2:29][N:28]([C:31]2[C:36]([CH3:37])=[CH:35][C:34]([CH3:38])=[CH:33][N:32]=2)[CH2:27][CH2:26]1)=[O:24])=O)(C)(C)C.N1C[CH2:50][CH2:49][CH2:48]1. (4) Given the product [CH3:11][C:12]1([CH3:13])[CH:14]=[C:15]([CH3:16])[CH2:10][CH2:6][CH:7]1[C:8](=[O:9])[CH3:1], predict the reactants needed to synthesize it. The reactants are: [CH3:1]C(=O)C=C.[CH2:6]1[CH2:10][O:9][CH2:8][CH2:7]1.[CH3:11][C:12]([CH:14]=[C:15](C)[CH3:16])=[CH2:13].ClCCl. (5) Given the product [CH3:1][O:2][C:3]1[CH:4]=[CH:5][C:6]([C:7](=[O:9])[CH2:29][C:28]([O:27][CH2:25][CH3:26])=[O:33])=[CH:10][CH:11]=1, predict the reactants needed to synthesize it. The reactants are: [CH3:1][O:2][C:3]1[CH:11]=[CH:10][C:6]([C:7]([OH:9])=O)=[CH:5][CH:4]=1.C(N1C=CN=C1)(N1C=CN=C1)=O.[Mg+].[CH2:25]([O:27][C:28](=[O:33])[CH2:29]C([O-])=O)[CH3:26].Cl. (6) Given the product [ClH:45].[F:44][C:2]([F:1])([F:43])[C:3]1[CH:4]=[C:5]([C:13]([CH3:41])([CH3:42])[C:14]([N:16]([CH3:40])[C:17]2[C:18]([C:32]3[CH:37]=[CH:36][C:35]([F:38])=[CH:34][C:33]=3[CH3:39])=[CH:19][C:20]([C@@H:23]3[NH:27][C@@:26]([CH3:31])([C:28]([NH2:30])=[O:29])[CH2:25][CH2:24]3)=[N:21][CH:22]=2)=[O:15])[CH:6]=[C:7]([C:9]([F:10])([F:11])[F:12])[CH:8]=1, predict the reactants needed to synthesize it. The reactants are: [F:1][C:2]([F:44])([F:43])[C:3]1[CH:4]=[C:5]([C:13]([CH3:42])([CH3:41])[C:14]([N:16]([CH3:40])[C:17]2[C:18]([C:32]3[CH:37]=[CH:36][C:35]([F:38])=[CH:34][C:33]=3[CH3:39])=[CH:19][C:20]([C@@H:23]3[NH:27][C@@:26]([CH3:31])([C:28]([NH2:30])=[O:29])[CH2:25][CH2:24]3)=[N:21][CH:22]=2)=[O:15])[CH:6]=[C:7]([C:9]([F:12])([F:11])[F:10])[CH:8]=1.[ClH:45]. (7) Given the product [C:31]1([N:37]2[CH2:41][CH2:40][N:39]([C:26]([NH:1][C:2]3[CH:22]=[CH:21][CH:20]=[C:4]([O:5][C:6]4[CH:11]=[N:10][C:9]([NH:12][C:13]([N:15]5[CH2:16][CH2:17][CH2:18][CH2:19]5)=[O:14])=[CH:8][CH:7]=4)[CH:3]=3)=[O:25])[C:38]2=[S:42])[CH:32]=[CH:33][CH:34]=[CH:35][CH:36]=1, predict the reactants needed to synthesize it. The reactants are: [NH2:1][C:2]1[CH:3]=[C:4]([CH:20]=[CH:21][CH:22]=1)[O:5][C:6]1[CH:7]=[CH:8][C:9]([NH:12][C:13]([N:15]2[CH2:19][CH2:18][CH2:17][CH2:16]2)=[O:14])=[N:10][CH:11]=1.O=C(Cl)[O:25][C:26](Cl)(Cl)Cl.[C:31]1([N:37]2[CH2:41][CH2:40][NH:39][C:38]2=[S:42])[CH:36]=[CH:35][CH:34]=[CH:33][CH:32]=1.[H-].[Na+].